Task: Predict the reaction yield, written as a fraction of the theoretical maximum amount of product (1.0 means a 100% yield; for example, 0.34 means a 34% yield).. Dataset: Reaction yield outcomes from USPTO patents with 853,638 reactions The reactants are [CH3:1][N:2]([CH2:56][CH2:57][O:58][CH2:59][CH2:60][O:61][CH2:62][CH2:63][O:64][CH2:65][CH2:66][C:67]([O:69]C(C)(C)C)=[O:68])[C:3]([C@@H:5]1[CH2:9][CH2:8][CH2:7][N:6]1[CH2:10][CH2:11][N:12]([CH3:55])[C:13](=[O:54])[C:14]1[CH:19]=[CH:18][CH:17]=[C:16]([C:20](=[O:53])[NH:21][C:22]2[CH:27]=[CH:26][C:25]([N:28]3[CH2:33][CH2:32][CH2:31][CH2:30][CH2:29]3)=[CH:24][C:23]=2[C:34]2[CH:39]=[C:38]([C:40](=[O:52])[NH:41][C@@H:42]3[C:51]4[C:46](=[CH:47][CH:48]=[CH:49][CH:50]=4)[CH2:45][CH2:44][CH2:43]3)[CH:37]=[CH:36][N:35]=2)[CH:15]=1)=[O:4].C(O)(C(F)(F)F)=O. No catalyst specified. The product is [CH3:1][N:2]([CH2:56][CH2:57][O:58][CH2:59][CH2:60][O:61][CH2:62][CH2:63][O:64][CH2:65][CH2:66][C:67]([OH:69])=[O:68])[C:3]([C@@H:5]1[CH2:9][CH2:8][CH2:7][N:6]1[CH2:10][CH2:11][N:12]([CH3:55])[C:13](=[O:54])[C:14]1[CH:19]=[CH:18][CH:17]=[C:16]([C:20](=[O:53])[NH:21][C:22]2[CH:27]=[CH:26][C:25]([N:28]3[CH2:33][CH2:32][CH2:31][CH2:30][CH2:29]3)=[CH:24][C:23]=2[C:34]2[CH:39]=[C:38]([C:40](=[O:52])[NH:41][C@@H:42]3[C:51]4[C:46](=[CH:47][CH:48]=[CH:49][CH:50]=4)[CH2:45][CH2:44][CH2:43]3)[CH:37]=[CH:36][N:35]=2)[CH:15]=1)=[O:4]. The yield is 0.860.